From a dataset of Forward reaction prediction with 1.9M reactions from USPTO patents (1976-2016). Predict the product of the given reaction. (1) Given the reactants [H-].[Na+].[C:3]1([OH:9])[CH:8]=[CH:7][CH:6]=[CH:5][CH:4]=1.[C:10]([O:14][C:15]([N:17]1[CH2:22][CH2:21][CH:20]([N:23]2[C:27]3=[N:28][CH:29]=[N:30][C:31](Cl)=[C:26]3[CH:25]=[N:24]2)[CH2:19][CH2:18]1)=[O:16])([CH3:13])([CH3:12])[CH3:11].[Cl-].[NH4+], predict the reaction product. The product is: [C:10]([O:14][C:15]([N:17]1[CH2:18][CH2:19][CH:20]([N:23]2[C:27]3=[N:28][CH:29]=[N:30][C:31]([O:9][C:3]4[CH:8]=[CH:7][CH:6]=[CH:5][CH:4]=4)=[C:26]3[CH:25]=[N:24]2)[CH2:21][CH2:22]1)=[O:16])([CH3:13])([CH3:11])[CH3:12]. (2) The product is: [CH3:15][N:16]([CH3:17])[C:11](=[O:13])[CH2:10][C:6]1[CH:7]=[CH:8][CH:9]=[C:4]([N+:1]([O-:3])=[O:2])[CH:5]=1. Given the reactants [N+:1]([C:4]1[CH:5]=[C:6]([CH2:10][C:11]([OH:13])=O)[CH:7]=[CH:8][CH:9]=1)([O-:3])=[O:2].C1N=[CH:17][N:16](C(N2C=NC=C2)=O)[CH:15]=1.Cl.CNC.CCN(CC)CC, predict the reaction product. (3) Given the reactants C[O:2][C:3](=[O:35])[CH:4]([NH:12][C:13](=[O:34])[C:14]1[CH:19]=[CH:18][C:17]([C:20]2[CH:21]=[N:22][C:23]([O:26][CH2:27][C:28]3[CH:33]=[CH:32][CH:31]=[CH:30][CH:29]=3)=[N:24][CH:25]=2)=[CH:16][CH:15]=1)[CH2:5][C:6]1[CH:11]=[CH:10][CH:9]=[CH:8][CH:7]=1.[OH-].[Li+].C(OCC)(=O)C.Cl, predict the reaction product. The product is: [CH2:27]([O:26][C:23]1[N:24]=[CH:25][C:20]([C:17]2[CH:18]=[CH:19][C:14]([C:13]([NH:12][CH:4]([CH2:5][C:6]3[CH:11]=[CH:10][CH:9]=[CH:8][CH:7]=3)[C:3]([OH:35])=[O:2])=[O:34])=[CH:15][CH:16]=2)=[CH:21][N:22]=1)[C:28]1[CH:29]=[CH:30][CH:31]=[CH:32][CH:33]=1. (4) Given the reactants C[C:2]1([CH3:9])[O:6][CH:5]([CH2:7][OH:8])[CH2:4][O:3]1.CC([O-])(C)C.[K+].Br[C:17]1[CH:22]=[CH:21]C=C[N:18]=1, predict the reaction product. The product is: [N:18]1[CH:17]=[CH:22][CH:21]=[CH:9][C:2]=1[O:3][CH2:4][CH:5]([OH:6])[CH2:7][OH:8]. (5) The product is: [NH2:49][C:45]1[N:44]=[C:43]([CH2:42][O:41][C:34]2[C:35]3[C:40](=[CH:39][CH:38]=[CH:37][CH:36]=3)[C:31]([NH:30][C:23]([NH:10][C:8]3[N:7]([C:11]4[CH:12]=[CH:13][C:14]([CH3:17])=[CH:15][CH:16]=4)[N:6]=[C:5]([C:1]([CH3:4])([CH3:3])[CH3:2])[CH:9]=3)=[O:24])=[CH:32][CH:33]=2)[CH:48]=[CH:47][N:46]=1. Given the reactants [C:1]([C:5]1[CH:9]=[C:8]([NH2:10])[N:7]([C:11]2[CH:16]=[CH:15][C:14]([CH3:17])=[CH:13][CH:12]=2)[N:6]=1)([CH3:4])([CH3:3])[CH3:2].C1N=CN([C:23](N2C=NC=C2)=[O:24])C=1.[NH2:30][C:31]1[C:40]2[C:35](=[CH:36][CH:37]=[CH:38][CH:39]=2)[C:34]([O:41][CH2:42][C:43]2[CH:48]=[CH:47][N:46]=[C:45]([NH2:49])[N:44]=2)=[CH:33][CH:32]=1, predict the reaction product. (6) The product is: [C:1]1([CH2:7][CH:8]([O:13][C:14]2[CH:23]=[CH:22][C:21]3[C:16](=[CH:17][CH:18]=[C:19]([C:24]4[NH:25][C:26]([C:29]5[CH:34]=[CH:33][CH:32]=[CH:31][CH:30]=5)=[CH:27][CH:28]=4)[CH:20]=3)[CH:15]=2)[C:9]([OH:11])=[O:10])[CH:2]=[CH:3][CH:4]=[CH:5][CH:6]=1. Given the reactants [C:1]1([CH2:7][CH:8]([O:13][C:14]2[CH:23]=[CH:22][C:21]3[C:16](=[CH:17][CH:18]=[C:19]([C:24]4[NH:25][C:26]([C:29]5[CH:34]=[CH:33][CH:32]=[CH:31][CH:30]=5)=[CH:27][CH:28]=4)[CH:20]=3)[CH:15]=2)[C:9]([O:11]C)=[O:10])[CH:6]=[CH:5][CH:4]=[CH:3][CH:2]=1.[OH-].[Na+].Cl, predict the reaction product. (7) Given the reactants [Cl:1][C:2]1[C:3](F)=[C:4]2[C:9](=[CH:10][CH:11]=1)[O:8][CH:7]([C:12]([F:15])([F:14])[F:13])[C:6]([C:16]([O:18][CH2:19][CH3:20])=[O:17])=[CH:5]2.[N-:22]=[N+:23]=[N-:24].[Na+].O.C(OCC)(=O)C, predict the reaction product. The product is: [Cl:1][C:2]1[C:3]([N:22]=[N+:23]=[N-:24])=[C:4]2[C:9](=[CH:10][CH:11]=1)[O:8][CH:7]([C:12]([F:15])([F:14])[F:13])[C:6]([C:16]([O:18][CH2:19][CH3:20])=[O:17])=[CH:5]2.